Predict the product of the given reaction. From a dataset of Forward reaction prediction with 1.9M reactions from USPTO patents (1976-2016). (1) Given the reactants Cl.[O:2]=[C:3]1[C:8]([C:9]([O:11][CH3:12])=[O:10])=[CH:7][CH:6]=[CH:5][NH:4]1.Br[CH:14]([C:22]1[CH:27]=[CH:26][C:25]([F:28])=[CH:24][CH:23]=1)[C:15]1[CH:20]=[CH:19][C:18]([F:21])=[CH:17][CH:16]=1.[H-].[Na+], predict the reaction product. The product is: [F:21][C:18]1[CH:17]=[CH:16][C:15]([CH:14]([C:22]2[CH:27]=[CH:26][C:25]([F:28])=[CH:24][CH:23]=2)[N:4]2[CH:5]=[CH:6][CH:7]=[C:8]([C:9]([O:11][CH3:12])=[O:10])[C:3]2=[O:2])=[CH:20][CH:19]=1. (2) Given the reactants [C:1]1([C:7](=[O:11])[C:8](=[O:10])[CH3:9])[CH:6]=[CH:5][CH:4]=[CH:3][CH:2]=1.[Br:12]Br, predict the reaction product. The product is: [Br:12][CH2:9][C:8](=[O:10])[C:7]([C:1]1[CH:6]=[CH:5][CH:4]=[CH:3][CH:2]=1)=[O:11]. (3) Given the reactants [CH3:1][C:2]1[CH:7]=[CH:6][CH:5]=[C:4]([CH3:8])[C:3]=1[C:9]#[C:10][C:11]1[CH:12]=[C:13]([CH2:17][CH2:18][CH2:19][N:20]2C(=O)C3C(=CC=CC=3)C2=O)[CH:14]=[CH:15][CH:16]=1.O.NN, predict the reaction product. The product is: [CH3:8][C:4]1[CH:5]=[CH:6][CH:7]=[C:2]([CH3:1])[C:3]=1[C:9]#[C:10][C:11]1[CH:12]=[C:13]([CH2:17][CH2:18][CH2:19][NH2:20])[CH:14]=[CH:15][CH:16]=1. (4) Given the reactants [I:1][C:2]1[CH:3]=[C:4]([CH:6]=[CH:7][CH:8]=1)[NH2:5].C(N(CC)C(C)C)(C)C.Br[CH2:19][CH2:20][CH2:21][CH2:22][CH2:23]Br.C(=O)(O)[O-].[Na+], predict the reaction product. The product is: [I:1][C:2]1[CH:3]=[C:4]([N:5]2[CH2:23][CH2:22][CH2:21][CH2:20][CH2:19]2)[CH:6]=[CH:7][CH:8]=1. (5) Given the reactants [C:1]1([C:23]2[CH:28]=[CH:27][CH:26]=[CH:25][CH:24]=2)[CH:6]=[CH:5][C:4]([CH2:7][C@H:8]2[N:12]([CH2:13][C:14]3[CH:19]=[CH:18][C:17](OC)=[CH:16][CH:15]=3)[C:11](=[O:22])[CH2:10][CH2:9]2)=[CH:3][CH:2]=1.[H-].[Na+].[C:31](OC)(=[O:38])[C:32]1[CH:37]=[CH:36][CH:35]=[CH:34][CH:33]=1.[C:41]1(C)C=CC=CC=1, predict the reaction product. The product is: [C:31]([C@@H:10]1[CH2:9][CH:8]([CH2:7][C:4]2[CH:5]=[CH:6][C:1]([C:23]3[CH:24]=[CH:25][CH:26]=[CH:27][CH:28]=3)=[CH:2][CH:3]=2)[N:12](/[CH:13]=[CH:14]/[C:15]2[CH:16]=[CH:17][CH:18]=[CH:19][CH:41]=2)[C:11]1=[O:22])(=[O:38])[C:32]1[CH:37]=[CH:36][CH:35]=[CH:34][CH:33]=1.